Dataset: Forward reaction prediction with 1.9M reactions from USPTO patents (1976-2016). Task: Predict the product of the given reaction. (1) Given the reactants Br[C:2]1[CH:3]=[CH:4][C:5]([NH:8][C:9]2[CH:14]=[CH:13][C:12]([F:15])=[CH:11][C:10]=2[F:16])=[N:6][CH:7]=1.[Li]CCCC.[Br:22][C:23]1[CH:24]=[CH:25][C:26]([O:31][CH3:32])=[C:27]([CH:30]=1)[CH:28]=[O:29], predict the reaction product. The product is: [Br:22][C:23]1[CH:24]=[CH:25][C:26]([O:31][CH3:32])=[C:27]([CH:28]([C:2]2[CH:7]=[N:6][C:5]([NH:8][C:9]3[CH:14]=[CH:13][C:12]([F:15])=[CH:11][C:10]=3[F:16])=[CH:4][CH:3]=2)[OH:29])[CH:30]=1. (2) Given the reactants [Cl:1][C:2]1[CH:7]=[CH:6][C:5]([OH:8])=[CH:4][CH:3]=1.F[C:10]1[CH:17]=[CH:16][C:13]([CH:14]=[O:15])=[CH:12][CH:11]=1.C([O-])([O-])=O.[Cs+].[Cs+].O, predict the reaction product. The product is: [Cl:1][C:2]1[CH:7]=[CH:6][C:5]([O:8][C:12]2[CH:11]=[CH:10][CH:17]=[CH:16][C:13]=2[CH:14]=[O:15])=[CH:4][CH:3]=1. (3) Given the reactants [F:1][C:2]1[CH:3]=[CH:4][C:5]([CH3:25])=[C:6]([NH:8][C:9]2[O:10][C:11]3[CH:17]=[C:16]([CH2:18][C:19]([O:21]CC)=[O:20])[CH:15]=[C:14]([F:24])[C:12]=3[N:13]=2)[CH:7]=1.[OH-].[Na+], predict the reaction product. The product is: [F:1][C:2]1[CH:3]=[CH:4][C:5]([CH3:25])=[C:6]([NH:8][C:9]2[O:10][C:11]3[CH:17]=[C:16]([CH2:18][C:19]([OH:21])=[O:20])[CH:15]=[C:14]([F:24])[C:12]=3[N:13]=2)[CH:7]=1. (4) Given the reactants [NH2:1][C:2]1[CH:3]=[C:4]([CH2:11][N:12]2[CH2:17][CH2:16][N:15](C(OC(C)(C)C)=O)[CH:14]([CH3:25])[CH2:13]2)[C:5]2[O:9][CH:8]=[CH:7][C:6]=2[CH:10]=1.N1C=CC=CC=1.CO[C:34]1[C:39]([CH3:40])=[CH:38][C:37]([S:41]([Cl:44])(=[O:43])=[O:42])=[CH:36][CH:35]=1.[ClH:45].C[CH2:47][O:48]CC, predict the reaction product. The product is: [ClH:44].[ClH:45].[CH3:47][O:48][C:36]1[CH:35]=[CH:34][C:39]([CH3:40])=[CH:38][C:37]=1[S:41]([NH:1][C:2]1[CH:3]=[C:4]([CH2:11][N:12]2[CH2:17][CH2:16][NH:15][CH:14]([CH3:25])[CH2:13]2)[C:5]2[O:9][CH:8]=[CH:7][C:6]=2[CH:10]=1)(=[O:42])=[O:43].